This data is from Forward reaction prediction with 1.9M reactions from USPTO patents (1976-2016). The task is: Predict the product of the given reaction. Given the reactants [Cl:1][C:2]1[CH:3]=[CH:4][C:5]([O:15][CH2:16][C:17]2[CH:22]=[CH:21][CH:20]=[CH:19][CH:18]=2)=[C:6]([CH2:8][C:9]2[S:10][CH:11]=[C:12]([NH2:14])[N:13]=2)[CH:7]=1.Cl[C:24]([C:26]1[CH:35]=[CH:34][C:29]([C:30]([O:32][CH3:33])=[O:31])=[CH:28][CH:27]=1)=[O:25].C(N(CC)CC)C, predict the reaction product. The product is: [Cl:1][C:2]1[CH:3]=[CH:4][C:5]([O:15][CH2:16][C:17]2[CH:18]=[CH:19][CH:20]=[CH:21][CH:22]=2)=[C:6]([CH2:8][C:9]2[S:10][CH:11]=[C:12]([NH:14][C:24]([C:26]3[CH:35]=[CH:34][C:29]([C:30]([O:32][CH3:33])=[O:31])=[CH:28][CH:27]=3)=[O:25])[N:13]=2)[CH:7]=1.